Predict the reaction yield, written as a fraction of the theoretical maximum amount of product (1.0 means a 100% yield; for example, 0.34 means a 34% yield). From a dataset of Reaction yield outcomes from USPTO patents with 853,638 reactions. The reactants are [Br:1][C:2]1[C:7]([CH3:8])=[CH:6][CH:5]=[CH:4][N:3]=1.C1C=C(Cl)C=C(C(OO)=[O:17])C=1.[OH-].[Na+]. The catalyst is ClCCl. The product is [Br:1][C:2]1[C:7]([CH3:8])=[CH:6][CH:5]=[CH:4][N+:3]=1[O-:17]. The yield is 0.470.